Dataset: Peptide-MHC class I binding affinity with 185,985 pairs from IEDB/IMGT. Task: Regression. Given a peptide amino acid sequence and an MHC pseudo amino acid sequence, predict their binding affinity value. This is MHC class I binding data. (1) The peptide sequence is RTTWSIHAK. The MHC is HLA-A11:01 with pseudo-sequence HLA-A11:01. The binding affinity (normalized) is 0.591. (2) The peptide sequence is IHLDKGGQF. The MHC is HLA-B38:01 with pseudo-sequence HLA-B38:01. The binding affinity (normalized) is 0.0847. (3) The peptide sequence is WHLTPEKGWL. The MHC is Mamu-A07 with pseudo-sequence Mamu-A07. The binding affinity (normalized) is 0.129. (4) The peptide sequence is FAEGVIAFL. The MHC is HLA-A80:01 with pseudo-sequence HLA-A80:01. The binding affinity (normalized) is 0.0847.